Dataset: Full USPTO retrosynthesis dataset with 1.9M reactions from patents (1976-2016). Task: Predict the reactants needed to synthesize the given product. (1) Given the product [Cl:1][C:2]1[CH:7]=[CH:6][C:5]([NH:8][C:9]2[C:17]3[C:12](=[CH:13][N:14]=[CH:15][CH:16]=3)[S:11][C:10]=2[C:18]([O:20][CH2:21][CH3:22])=[O:19])=[CH:4][C:3]=1[OH:23], predict the reactants needed to synthesize it. The reactants are: [Cl:1][C:2]1[CH:7]=[CH:6][C:5]([NH:8][C:9]2[C:17]3[C:12](=[CH:13][N:14]=[CH:15][CH:16]=3)[S:11][C:10]=2[C:18]([O:20][CH2:21][CH3:22])=[O:19])=[CH:4][C:3]=1[O:23]C.BrB(Br)Br.C([O-])(O)=O.[Na+]. (2) Given the product [NH2:29][C:26]1[CH:27]=[CH:28][C:23]([C:10]2[C:9]([CH2:8][O:7][C:6]3[CH:34]=[C:2]([F:1])[CH:3]=[CH:4][C:5]=3[CH3:35])=[C:18]3[C:13]([NH:14][C:15]([CH3:22])([CH3:21])[C:16](=[O:20])[N:17]3[CH3:19])=[CH:12][CH:11]=2)=[C:24]([O:32][CH3:33])[CH:25]=1, predict the reactants needed to synthesize it. The reactants are: [F:1][C:2]1[CH:3]=[CH:4][C:5]([CH3:35])=[C:6]([CH:34]=1)[O:7][CH2:8][C:9]1[C:10]([C:23]2[CH:28]=[CH:27][C:26]([N+:29]([O-])=O)=[CH:25][C:24]=2[O:32][CH3:33])=[CH:11][CH:12]=[C:13]2[C:18]=1[N:17]([CH3:19])[C:16](=[O:20])[C:15]([CH3:22])([CH3:21])[NH:14]2.CN(C)C=O.C(O)C.